Task: Regression. Given a peptide amino acid sequence and an MHC pseudo amino acid sequence, predict their binding affinity value. This is MHC class I binding data.. Dataset: Peptide-MHC class I binding affinity with 185,985 pairs from IEDB/IMGT (1) The peptide sequence is RTLNAWVKLI. The MHC is HLA-B27:05 with pseudo-sequence HLA-B27:05. The binding affinity (normalized) is 0.322. (2) The peptide sequence is KDSSLLNNQF. The MHC is H-2-Db with pseudo-sequence H-2-Db. The binding affinity (normalized) is 0. (3) The peptide sequence is SMLCWLGMT. The MHC is HLA-A80:01 with pseudo-sequence HLA-A80:01. The binding affinity (normalized) is 0.0847. (4) The peptide sequence is HAAVRRNAF. The MHC is HLA-B44:02 with pseudo-sequence HLA-B44:02. The binding affinity (normalized) is 0.0847. (5) The peptide sequence is VPMHTDLEL. The MHC is HLA-B07:02 with pseudo-sequence HLA-B07:02. The binding affinity (normalized) is 0.855. (6) The peptide sequence is FLGSHSEPL. The MHC is HLA-A80:01 with pseudo-sequence HLA-A80:01. The binding affinity (normalized) is 0.0847.